This data is from TCR-epitope binding with 47,182 pairs between 192 epitopes and 23,139 TCRs. The task is: Binary Classification. Given a T-cell receptor sequence (or CDR3 region) and an epitope sequence, predict whether binding occurs between them. (1) The epitope is RTLNAWVKV. The TCR CDR3 sequence is CASGLGPSGTEAFF. Result: 0 (the TCR does not bind to the epitope). (2) The epitope is RQLLFVVEV. The TCR CDR3 sequence is CASSDSQGTFLDNEQFF. Result: 0 (the TCR does not bind to the epitope). (3) Result: 1 (the TCR binds to the epitope). The TCR CDR3 sequence is CASSPEWDRGPGELFF. The epitope is SEPVLKGVKL. (4) The epitope is TPGPGVRYPL. The TCR CDR3 sequence is CATRDRQGRYNEQFF. Result: 1 (the TCR binds to the epitope). (5) The epitope is RQLLFVVEV. The TCR CDR3 sequence is CASSLAGPDTQYF. Result: 1 (the TCR binds to the epitope).